Dataset: Catalyst prediction with 721,799 reactions and 888 catalyst types from USPTO. Task: Predict which catalyst facilitates the given reaction. (1) Reactant: [CH2:1]1[O:10][C:9]2[C:4](=[CH:5][C-:6]=[CH:7][CH:8]=2)[O:3][CH2:2]1.[Mg+2].[Br-].CON(C)[C:16]([C:18]1[C:27](=[O:28])[C:26]2[C:21](=[N:22][C:23]([CH3:29])=[CH:24][CH:25]=2)[N:20]([CH2:30][C:31]2[CH:36]=[CH:35][CH:34]=[C:33]([Br:37])[N:32]=2)[CH:19]=1)=[O:17].[Cl-].[NH4+]. Product: [Br:37][C:33]1[N:32]=[C:31]([CH2:30][N:20]2[C:21]3[C:26](=[CH:25][CH:24]=[C:23]([CH3:29])[N:22]=3)[C:27](=[O:28])[C:18]([C:16]([C:7]3[CH:6]=[CH:5][C:4]4[O:3][CH2:2][CH2:1][O:10][C:9]=4[CH:8]=3)=[O:17])=[CH:19]2)[CH:36]=[CH:35][CH:34]=1. The catalyst class is: 1. (2) Reactant: CO.C1COCC1.[CH2:8]([O:10][C:11]([C:13]1[S:17][C:16](S(C)(=O)=O)=[N:15][C:14]=1[NH2:22])=[O:12])[CH3:9].[BH4-].[Na+]. Product: [CH2:8]([O:10][C:11]([C:13]1[S:17][CH:16]=[N:15][C:14]=1[NH2:22])=[O:12])[CH3:9]. The catalyst class is: 69. (3) Reactant: [CH3:1][O:2][C:3](=[O:12])[C:4]1[CH:9]=[C:8]([OH:10])[CH:7]=[C:6]([OH:11])[CH:5]=1.C(=O)([O-])[O-].[K+].[K+].[C:19](Cl)(=[O:26])[C:20]1[CH:25]=[CH:24][CH:23]=[CH:22][CH:21]=1.C(OC(C)C)(=O)C. Product: [OH:11][C:6]1[CH:5]=[C:4]([CH:9]=[C:8]([O:10][C:19]([C:20]2[CH:25]=[CH:24][CH:23]=[CH:22][CH:21]=2)=[O:26])[CH:7]=1)[C:3]([O:2][CH3:1])=[O:12]. The catalyst class is: 145. (4) Reactant: CCOC(/N=N/C(OCC)=O)=O.C([O:16][C:17]1[CH:18]=[C:19](/[CH:25]=[CH:26]/[C:27]([NH:29][C:30]2[CH:35]=[CH:34][CH:33]=[C:32]([OH:36])[CH:31]=2)=[O:28])[CH:20]=[CH:21][C:22]=1[O:23][CH3:24])(=O)C.[CH3:37][C:38]1[O:42][C:41]([CH2:43]O)=[CH:40][CH:39]=1.C1(P(C2C=CC=CC=2)C2C=CC=CC=2)C=CC=CC=1. Product: [OH:16][C:17]1[CH:18]=[C:19](/[CH:25]=[CH:26]/[C:27]([NH:29][C:30]2[CH:35]=[CH:34][CH:33]=[C:32]([O:36][CH2:43][C:41]3[O:42][C:38]([CH3:37])=[CH:39][CH:40]=3)[CH:31]=2)=[O:28])[CH:20]=[CH:21][C:22]=1[O:23][CH3:24]. The catalyst class is: 76. (5) Reactant: [NH2:1][C:2]1[CH:7]=[CH:6][C:5]([Br:8])=[CH:4][N:3]=1.[C:9](O[C:9]([O:11][C:12]([CH3:15])([CH3:14])[CH3:13])=[O:10])([O:11][C:12]([CH3:15])([CH3:14])[CH3:13])=[O:10]. Product: [C:12]([O:11][C:9]([NH:1][C:2]1[CH:7]=[CH:6][C:5]([Br:8])=[CH:4][N:3]=1)=[O:10])([CH3:15])([CH3:14])[CH3:13]. The catalyst class is: 107. (6) Reactant: [Br:1][C:2]1[CH:3]=[C:4]([OH:9])[CH:5]=[CH:6][C:7]=1[F:8].[H-].[Na+].[CH3:12][O:13][C:14]1[CH:21]=[CH:20][C:17]([CH2:18]Br)=[CH:16][CH:15]=1. Product: [Br:1][C:2]1[CH:3]=[C:4]([O:9][CH2:18][C:17]2[CH:20]=[CH:21][C:14]([O:13][CH3:12])=[CH:15][CH:16]=2)[CH:5]=[CH:6][C:7]=1[F:8]. The catalyst class is: 7.